The task is: Predict the reaction yield, written as a fraction of the theoretical maximum amount of product (1.0 means a 100% yield; for example, 0.34 means a 34% yield).. This data is from Reaction yield outcomes from USPTO patents with 853,638 reactions. (1) The reactants are [C:1](#[N:9])[C:2]1[C:3](=[CH:5][CH:6]=[CH:7][CH:8]=1)[NH2:4].[NH2:10][OH:11]. The catalyst is CCO. The product is [NH2:4][C:3]1[CH:5]=[CH:6][CH:7]=[CH:8][C:2]=1[C:1](=[N:10][OH:11])[NH2:9]. The yield is 0.903. (2) The reactants are [CH:1]1[C:14]2[C:5](=[CH:6][C:7]3[C:12]([C:13]=2[CH2:15][N:16]([CH2:25][CH3:26])[CH2:17][CH2:18][CH2:19][NH:20][CH2:21][CH2:22][CH2:23][OH:24])=[CH:11][CH:10]=[CH:9][CH:8]=3)[CH:4]=[CH:3][CH:2]=1.[ClH:27].[CH2:28](O)[CH3:29]. No catalyst specified. The product is [ClH:27].[CH:11]1[C:12]2[C:7](=[CH:6][C:5]3[C:14]([C:13]=2[CH2:15][N:16]([CH2:25][CH3:26])[CH2:17][CH2:18][CH2:19][NH:20][CH2:21][CH2:22][CH2:23][O:24][CH2:28][CH3:29])=[CH:1][CH:2]=[CH:3][CH:4]=3)[CH:8]=[CH:9][CH:10]=1. The yield is 0.950. (3) The reactants are Cl.ClCC([NH:6][CH2:7][C:8]1[CH:13]=[C:12]([F:14])[CH:11]=[C:10]([CH3:15])[C:9]=1[OH:16])=O.C(=O)(O)[O-].[Na+]. The catalyst is C(O)C. The product is [OH:16][C:9]1[C:10]([CH3:15])=[CH:11][C:12]([F:14])=[CH:13][C:8]=1[CH2:7][NH2:6]. The yield is 0.730. (4) The reactants are [C:1]([O:4][C:5]1[CH:6]=[C:7]([CH:11]=[CH:12][CH:13]=1)C(O)=O)(=[O:3])[CH3:2].C([N:16]([CH2:19]C)CC)C.C1(P(N=[N+]=[N-])(C2C=CC=CC=2)=[O:28])C=CC=CC=1.[C:38]1([C:44]2[N:48]=[C:47]([N:49]3[CH2:54][CH2:53][NH:52][CH2:51][CH2:50]3)[S:46][N:45]=2)[CH:43]=[CH:42][CH:41]=[CH:40][CH:39]=1. The catalyst is C1(C)C=CC=CC=1.O. The product is [C:1]([O:4][C:5]1[CH:13]=[CH:12][CH:11]=[C:7]([NH:16][C:19]([N:52]2[CH2:53][CH2:54][N:49]([C:47]3[S:46][N:45]=[C:44]([C:38]4[CH:39]=[CH:40][CH:41]=[CH:42][CH:43]=4)[N:48]=3)[CH2:50][CH2:51]2)=[O:28])[CH:6]=1)(=[O:3])[CH3:2]. The yield is 0.223. (5) The reactants are [C:1]1([CH:7]2[CH2:16][CH2:15][C:14]3[C:9]4=[C:10]([NH:17][C:18](=[O:19])[N:8]24)[CH:11]=[CH:12][CH:13]=3)[CH:6]=[CH:5][CH:4]=[CH:3][CH:2]=1.[Br:20]N1C(=O)CCC1=O. The catalyst is C(#N)C.C(O)(=O)C. The product is [Br:20][C:13]1[CH:12]=[CH:11][C:10]2[NH:17][C:18](=[O:19])[N:8]3[C:9]=2[C:14]=1[CH2:15][CH2:16][CH:7]3[C:1]1[CH:2]=[CH:3][CH:4]=[CH:5][CH:6]=1. The yield is 0.670.